From a dataset of Drug-target binding data from BindingDB using IC50 measurements. Regression. Given a target protein amino acid sequence and a drug SMILES string, predict the binding affinity score between them. We predict pIC50 (pIC50 = -log10(IC50 in M); higher means more potent). Dataset: bindingdb_ic50. The drug is CC[C@H](C)[C@H](NC(=O)N[C@H]1CCCCNC(=O)[C@H](Cc2ccccc2)NC(=O)[C@H](Cc2c[nH]c3ccccc23)N(C)C(=O)[C@H](CC(C)C)NC(=O)[C@H](C(C)C)NC1=O)C(=O)O. The target protein sequence is MAVRELPGAWNFRDVADTATALRPGRLFRSSELSRLDDAGRATLRRLGITDVADLRSSREVARRGPGRVPDGIDVHLLPFPDLADDDADDSAPHETAFKRLLTNDGSNGESGESSQSINDAATRYMTDEYRQFPTRNGAQRALHRVVTLLAAGRPVLTHCFAGKDRTGFVVALVLEAVGLDRDVIVADYLRSNDSVPQLRARISEMIQQRFDTELAPEVVTFTKARLSDGVLGVRAEYLAAARQTIDETYGSLGGYLRDAGISQATVNRMRGVLLG. The pIC50 is 4.2.